This data is from Forward reaction prediction with 1.9M reactions from USPTO patents (1976-2016). The task is: Predict the product of the given reaction. (1) Given the reactants Br[C:2]1[C:7]([C:8]([F:11])([F:10])[F:9])=[CH:6][C:5]([NH:12][C:13]2[N:17]=[C:16]([NH2:18])[NH:15][N:14]=2)=[CH:4][C:3]=1[Cl:19].CC1(C)C(C)(C)OB([C:28]2[CH:44]=[CH:43][C:31]([O:32][CH2:33][CH2:34][NH:35][C:36](=[O:42])[O:37][C:38]([CH3:41])([CH3:40])[CH3:39])=[CH:30][CH:29]=2)O1.C([O-])([O-])=O.[K+].[K+].O1CCOCC1, predict the reaction product. The product is: [C:38]([O:37][C:36](=[O:42])[NH:35][CH2:34][CH2:33][O:32][C:31]1[CH:43]=[CH:44][C:28]([C:2]2[C:3]([Cl:19])=[CH:4][C:5]([NH:12][C:13]3[N:17]=[C:16]([NH2:18])[NH:15][N:14]=3)=[CH:6][C:7]=2[C:8]([F:11])([F:10])[F:9])=[CH:29][CH:30]=1)([CH3:41])([CH3:39])[CH3:40]. (2) Given the reactants [C:1]([C:3]1[CH:4]=[C:5]([CH2:9][C:10]2[N:11]=[C:12]3[S:19][C:18]([CH3:20])=[C:17]([CH:21]4[CH2:23][CH:22]4[C:24](O)=[O:25])[N:13]3[C:14](=[O:16])[CH:15]=2)[CH:6]=[CH:7][CH:8]=1)#[N:2].ClC(OC(C)C)=O.C([N:36](CC)CC)C.N, predict the reaction product. The product is: [C:1]([C:3]1[CH:4]=[C:5]([CH2:9][C:10]2[N:11]=[C:12]3[S:19][C:18]([CH3:20])=[C:17]([CH:21]4[CH2:23][CH:22]4[C:24]([NH2:36])=[O:25])[N:13]3[C:14](=[O:16])[CH:15]=2)[CH:6]=[CH:7][CH:8]=1)#[N:2].